This data is from Reaction yield outcomes from USPTO patents with 853,638 reactions. The task is: Predict the reaction yield, written as a fraction of the theoretical maximum amount of product (1.0 means a 100% yield; for example, 0.34 means a 34% yield). The reactants are C(O[C:4]([C:6]1[C:11](=[O:12])[N:10]([CH2:13][CH2:14][CH:15]([CH3:17])[CH3:16])[N:9]2[CH:18]=[C:19]([F:21])[CH:20]=[C:8]2[C:7]=1[OH:22])=O)C.[NH2:23][C:24]1[CH:29]=[CH:28][C:27]([I:30])=[CH:26][C:25]=1[S:31]([NH2:34])(=[O:33])=[O:32].N12CCCN=C1CCCCC2. The catalyst is N1C=CC=CC=1. The product is [F:21][C:19]1[CH:20]=[C:8]2[C:7]([OH:22])=[C:6]([C:4]3[NH:23][C:24]4[CH:29]=[CH:28][C:27]([I:30])=[CH:26][C:25]=4[S:31](=[O:33])(=[O:32])[N:34]=3)[C:11](=[O:12])[N:10]([CH2:13][CH2:14][CH:15]([CH3:16])[CH3:17])[N:9]2[CH:18]=1. The yield is 0.195.